Predict the reaction yield, written as a fraction of the theoretical maximum amount of product (1.0 means a 100% yield; for example, 0.34 means a 34% yield). From a dataset of Reaction yield outcomes from USPTO patents with 853,638 reactions. (1) The reactants are B(Br)(Br)Br.C[O:6][C:7]1[CH:12]=[C:11]([N:13]2[CH:17]=[CH:16][CH:15]=[N:14]2)[CH:10]=[CH:9][C:8]=1[C:18]1[S:22][C:21]([N:23]2[CH2:28][CH2:27][N:26](C(OC(C)(C)C)=O)[CH2:25][CH2:24]2)=[N:20][N:19]=1. The catalyst is C(Cl)Cl.CO. The product is [N:23]1([C:21]2[S:22][C:18]([C:8]3[CH:9]=[CH:10][C:11]([N:13]4[CH:17]=[CH:16][CH:15]=[N:14]4)=[CH:12][C:7]=3[OH:6])=[N:19][N:20]=2)[CH2:24][CH2:25][NH:26][CH2:27][CH2:28]1. The yield is 0.680. (2) The reactants are [CH3:1][C:2]1[CH:3]=[C:4]([CH:6]=[C:7]([CH3:9])[CH:8]=1)[NH2:5].C(N(CC)CC)C.[Cl:17][C:18]1[CH:23]=[CH:22][CH:21]=[CH:20][C:19]=1[S:24](Cl)(=[O:26])=[O:25]. The catalyst is CN(C)C1C=CN=CC=1.C(Cl)Cl. The product is [Cl:17][C:18]1[CH:23]=[CH:22][CH:21]=[CH:20][C:19]=1[S:24]([NH:5][C:4]1[CH:6]=[C:7]([CH3:9])[CH:8]=[C:2]([CH3:1])[CH:3]=1)(=[O:26])=[O:25]. The yield is 0.990. (3) The reactants are [CH3:1][NH:2][CH2:3][C:4]1[N:5]([CH3:13])[C:6]2[C:11]([CH:12]=1)=[CH:10][CH:9]=[CH:8][CH:7]=2.CNCC1C=CC2C(=CC=CC=2)C=1CCC.[ClH:30].[O:31]=[C:32]1[C@H:41]2[N:37]([CH2:38][CH2:39][CH2:40]2)[CH2:36][C:35]2[CH:42]=[C:43](/[CH:46]=[CH:47]/[C:48](O)=[O:49])[CH:44]=[N:45][C:34]=2[NH:33]1.Cl.CN1CC2C=C(/C=C/C(O)=O)C=NC=2NC(=O)C1. The catalyst is CO. The product is [ClH:30].[CH3:1][N:2]([CH2:3][C:4]1[N:5]([CH3:13])[C:6]2[C:11]([CH:12]=1)=[CH:10][CH:9]=[CH:8][CH:7]=2)[C:48](=[O:49])/[CH:47]=[CH:46]/[C:43]1[CH:44]=[N:45][C:34]2[NH:33][C:32](=[O:31])[C@H:41]3[N:37]([CH2:38][CH2:39][CH2:40]3)[CH2:36][C:35]=2[CH:42]=1. The yield is 0.230.